Dataset: Reaction yield outcomes from USPTO patents with 853,638 reactions. Task: Predict the reaction yield, written as a fraction of the theoretical maximum amount of product (1.0 means a 100% yield; for example, 0.34 means a 34% yield). (1) The reactants are C1(C)C=CC(S(O)(=O)=O)=CC=1.[I:12][C:13]1[CH:14]=[N:15][N:16]([CH2:18][C:19]([CH3:23])([CH3:22])[CH2:20][OH:21])[CH:17]=1.[O:24]1[CH:29]=[CH:28][CH2:27][CH2:26][CH2:25]1. The catalyst is C(Cl)Cl.CCOC(C)=O. The product is [CH3:22][C:19]([CH3:23])([CH2:20][O:21][CH:25]1[CH2:26][CH2:27][CH2:28][CH2:29][O:24]1)[CH2:18][N:16]1[CH:17]=[C:13]([I:12])[CH:14]=[N:15]1. The yield is 0.920. (2) The yield is 0.680. The catalyst is C1(C)C=CC=CC=1.CCO.O.CCOC(C)=O.C1C=CC([P]([Pd]([P](C2C=CC=CC=2)(C2C=CC=CC=2)C2C=CC=CC=2)([P](C2C=CC=CC=2)(C2C=CC=CC=2)C2C=CC=CC=2)[P](C2C=CC=CC=2)(C2C=CC=CC=2)C2C=CC=CC=2)(C2C=CC=CC=2)C2C=CC=CC=2)=CC=1. The reactants are Br[C:2]1[C:6]([Br:7])=[CH:5][S:4][CH:3]=1.[CH3:8][C:9]1[CH:10]=[C:11]([CH:14]=[CH:15][C:16]=1B1OC(C)(C)C(C)(C)O1)[C:12]#[N:13].C([O-])([O-])=O.[Na+].[Na+]. The product is [Br:7][C:6]1[C:2]([C:16]2[CH:15]=[CH:14][C:11]([C:12]#[N:13])=[CH:10][C:9]=2[CH3:8])=[CH:3][S:4][CH:5]=1. (3) The reactants are [C:1]1([N:7]2[CH2:11][CH2:10][CH2:9][CH2:8]2)[CH:6]=[CH:5][CH:4]=[CH:3][CH:2]=1.[S:12]([Cl:16])(=O)(=[O:14])[OH:13]. The catalyst is [Cl-].[Na+].O. The product is [N:7]1([C:1]2[CH:6]=[C:5]([S:12]([Cl:16])(=[O:14])=[O:13])[CH:4]=[CH:3][CH:2]=2)[CH2:11][CH2:10][CH2:9][CH2:8]1. The yield is 0.0700. (4) The reactants are [F:1][C:2]1[CH:19]=[CH:18][C:5]([O:6][C:7]2[N:12]=[CH:11][C:10]([CH2:13][C:14](Cl)=[N:15][OH:16])=[CH:9][CH:8]=2)=[CH:4][CH:3]=1.O1CCCC1.[C:25]([C:27]1[CH:28]=[CH:29][C:30]([NH2:33])=[N:31][CH:32]=1)#[CH:26].C(N(CC)CC)C. The catalyst is O. The product is [F:1][C:2]1[CH:19]=[CH:18][C:5]([O:6][C:7]2[N:12]=[CH:11][C:10]([CH2:13][C:14]3[CH:26]=[C:25]([C:27]4[CH:28]=[CH:29][C:30]([NH2:33])=[N:31][CH:32]=4)[O:16][N:15]=3)=[CH:9][CH:8]=2)=[CH:4][CH:3]=1. The yield is 0.190. (5) The reactants are O=[C:2]1[CH:7]=[N:6][C:5]2[S:8][C:9]([C:11]([O:13][CH3:14])=[O:12])=[CH:10][C:4]=2[NH:3]1.O=P(Cl)(Cl)[Cl:17]. No catalyst specified. The product is [Cl:17][C:2]1[N:3]=[C:4]2[CH:10]=[C:9]([C:11]([O:13][CH3:14])=[O:12])[S:8][C:5]2=[N:6][CH:7]=1. The yield is 0.860. (6) The reactants are O=[C:2]([CH2:6][C:7]1[CH:12]=[CH:11][CH:10]=[CH:9][CH:8]=1)[C:3]([OH:5])=[O:4].[C:13]1([C:19]2[N:20]=[C:21](NC)[S:22][CH:23]=2)[CH:18]=[CH:17][CH:16]=[CH:15][CH:14]=1.[BH3-][C:27]#[N:28].[Na+]. The catalyst is CO. The product is [C:7]1([CH2:6][CH:2]([NH:28][CH2:27][C:21]2[S:22][CH:23]=[C:19]([C:13]3[CH:14]=[CH:15][CH:16]=[CH:17][CH:18]=3)[N:20]=2)[C:3]([OH:5])=[O:4])[CH:12]=[CH:11][CH:10]=[CH:9][CH:8]=1. The yield is 0.620.